This data is from Forward reaction prediction with 1.9M reactions from USPTO patents (1976-2016). The task is: Predict the product of the given reaction. (1) Given the reactants [CH3:1][C:2]1[C:6]([C:7]2[CH:12]=[CH:11][NH:10][C:9](=[O:13])[N:8]=2)=[C:5]([CH3:14])[O:4][N:3]=1.[H-].[Na+].Br[CH2:18][CH2:19][CH2:20][CH2:21][Cl:22].O, predict the reaction product. The product is: [Cl:22][CH2:21][CH2:20][CH2:19][CH2:18][N:10]1[CH:11]=[CH:12][C:7]([C:6]2[C:2]([CH3:1])=[N:3][O:4][C:5]=2[CH3:14])=[N:8][C:9]1=[O:13]. (2) Given the reactants [CH3:1][N:2]1[CH:6]=[C:5]([CH:7]2[NH:16][C:15]3[C:10](=[CH:11][CH:12]=[C:13]([CH:17]4[CH2:22][CH2:21][N:20]([C:23]([O:25][C:26]([CH3:29])([CH3:28])[CH3:27])=[O:24])[CH2:19][CH2:18]4)[CH:14]=3)[NH:9][CH2:8]2)[CH:4]=[N:3]1, predict the reaction product. The product is: [CH3:1][N:2]1[CH:6]=[C:5]([C:7]2[CH:8]=[N:9][C:10]3[C:15]([N:16]=2)=[CH:14][C:13]([CH:17]2[CH2:18][CH2:19][N:20]([C:23]([O:25][C:26]([CH3:29])([CH3:28])[CH3:27])=[O:24])[CH2:21][CH2:22]2)=[CH:12][CH:11]=3)[CH:4]=[N:3]1. (3) Given the reactants [C:1]([NH2:9])(=[O:8])[C:2]1[CH:7]=[CH:6][CH:5]=[CH:4][CH:3]=1.[O-]P([O-])([O-])=O.[K+].[K+].[K+].CN(C)[C@@H:20]1[CH2:25][CH2:24][CH2:23][CH2:22][C@H:21]1N.I/C=C/CCCC, predict the reaction product. The product is: [CH:25]([C:2]1([CH:7]=[CH:6][CH:5]=[CH:4][CH2:3]1)[C:1]([NH2:9])=[O:8])=[CH:20][CH2:21][CH2:22][CH2:23][CH3:24].